Task: Predict the product of the given reaction.. Dataset: Forward reaction prediction with 1.9M reactions from USPTO patents (1976-2016) (1) Given the reactants [CH3:1][C:2]([Si:5](Cl)([CH3:7])[CH3:6])([CH3:4])[CH3:3].[CH3:9][O:10][C:11](=[O:29])[CH:12]([NH:21][C:22]([O:24][C:25]([CH3:28])([CH3:27])[CH3:26])=[O:23])[CH2:13][CH:14]1[CH2:19][CH2:18][CH:17]([OH:20])[CH2:16][CH2:15]1.N1C=CN=C1, predict the reaction product. The product is: [CH3:9][O:10][C:11]([C@@H:12]([NH:21][C:22](=[O:23])[O:24][C:25]([CH3:27])([CH3:26])[CH3:28])[CH2:13][CH:14]1[CH2:19][CH2:18][CH:17]([O:20][Si:5]([C:2]([CH3:4])([CH3:3])[CH3:1])([CH3:7])[CH3:6])[CH2:16][CH2:15]1)=[O:29]. (2) The product is: [NH2:1][C:2]1[CH:7]=[CH:6][C:5]([O:8][C:10]2[CH:15]=[CH:14][N:13]=[C:12]([C:16]#[N:17])[CH:11]=2)=[CH:4][CH:3]=1. Given the reactants [NH2:1][C:2]1[CH:7]=[CH:6][C:5]([OH:8])=[CH:4][CH:3]=1.Cl[C:10]1[CH:15]=[CH:14][N:13]=[C:12]([C:16]#[N:17])[CH:11]=1, predict the reaction product. (3) Given the reactants Cl.[Cl:2][C:3]1[CH:4]=[C:5]([CH:18]=[CH:19][C:20]=1[F:21])[NH:6][C:7]1[C:16]2[C:11](=[CH:12][CH:13]=[CH:14][C:15]=2F)[N:10]=[CH:9][N:8]=1.[OH:22][CH:23]1[CH2:27][CH2:26][O:25][CH2:24]1, predict the reaction product. The product is: [Cl:2][C:3]1[CH:4]=[C:5]([CH:18]=[CH:19][C:20]=1[F:21])[NH:6][C:7]1[C:16]2[C:11](=[CH:12][CH:13]=[CH:14][C:15]=2[O:22][CH:23]2[CH2:27][CH2:26][O:25][CH2:24]2)[N:10]=[CH:9][N:8]=1. (4) Given the reactants [CH2:1]([NH:8][CH:9]([CH3:18])[CH2:10][C:11]1[CH:16]=[CH:15][C:14]([Br:17])=[CH:13][CH:12]=1)[C:2]1[CH:7]=[CH:6][CH:5]=[CH:4][CH:3]=1.C(N(CC)CC)C.[CH2:26]([O:33][C:34](Cl)=[O:35])[C:27]1[CH:32]=[CH:31][CH:30]=[CH:29][CH:28]=1, predict the reaction product. The product is: [CH2:26]([O:33][C:34](=[O:35])[N:8]([CH2:1][C:2]1[CH:3]=[CH:4][CH:5]=[CH:6][CH:7]=1)[CH:9]([CH3:18])[CH2:10][C:11]1[CH:12]=[CH:13][C:14]([Br:17])=[CH:15][CH:16]=1)[C:27]1[CH:32]=[CH:31][CH:30]=[CH:29][CH:28]=1. (5) Given the reactants Cl.[C:2]([O:6][C:7]([C:9]1([CH2:12][CH2:13][CH2:14][CH2:15][C:16](=[O:31])[CH2:17][CH2:18][CH2:19][CH2:20][C:21]2([C:24]([O:26][C:27](C)(C)[CH3:28])=[O:25])[CH2:23][CH2:22]2)[CH2:11][CH2:10]1)=[O:8])([CH3:5])([CH3:4])[CH3:3], predict the reaction product. The product is: [C:2]([O:6][C:7]([C:9]1([CH2:12][CH2:13][CH2:14][CH2:15][C:16](=[O:31])[CH2:17][CH2:18][CH2:19][CH2:20][C:21]([CH3:23])([CH3:22])[C:24]([O:26][CH2:27][CH3:28])=[O:25])[CH2:11][CH2:10]1)=[O:8])([CH3:5])([CH3:4])[CH3:3].